Dataset: Catalyst prediction with 721,799 reactions and 888 catalyst types from USPTO. Task: Predict which catalyst facilitates the given reaction. (1) Reactant: [S:1]1[C:5]2[CH:6]=[CH:7][CH:8]=[CH:9][C:4]=2[NH:3][CH2:2]1.NC1C=CC=CC=1S.C=O.[C:20]([C:24]1[CH:25]=[C:26]([CH:30]=[C:31]([C:35]#[N:36])[C:32]=1[O:33][CH3:34])[C:27](Cl)=[O:28])([CH3:23])([CH3:22])[CH3:21]. Product: [C:20]([C:24]1[CH:25]=[C:26]([CH:30]=[C:31]([C:35]#[N:36])[C:32]=1[O:33][CH3:34])[C:27]([N:3]1[C:4]2[CH:9]=[CH:8][CH:7]=[CH:6][C:5]=2[S:1][CH2:2]1)=[O:28])([CH3:23])([CH3:21])[CH3:22]. The catalyst class is: 542. (2) Reactant: Br[C:2]1[CH:7]=[C:6]([NH:8][C:9](=[O:11])[CH3:10])[CH:5]=[C:4]([Br:12])[N:3]=1.[NH2:13][C:14]1[CH:19]=[C:18]([C:20]([F:23])([F:22])[F:21])[CH:17]=[CH:16][N:15]=1.CC1(C)C2C(=C(P(C3C=CC=CC=3)C3C=CC=CC=3)C=CC=2)OC2C(P(C3C=CC=CC=3)C3C=CC=CC=3)=CC=CC1=2.C([O-])([O-])=O.[Cs+].[Cs+]. Product: [Br:12][C:4]1[CH:5]=[C:6]([NH:8][C:9](=[O:11])[CH3:10])[CH:7]=[C:2]([NH:13][C:14]2[CH:19]=[C:18]([C:20]([F:22])([F:21])[F:23])[CH:17]=[CH:16][N:15]=2)[N:3]=1. The catalyst class is: 318. (3) Reactant: [Cl:1][C:2]1[CH:32]=[CH:31][C:5]([CH2:6][CH2:7][N:8]([CH2:22][C:23]2[CH:28]=[CH:27][CH:26]=[C:25]([C:29]#[N:30])[CH:24]=2)[CH:9]2[CH2:14][CH2:13][N:12]([C:15]([O:17][C:18]([CH3:21])([CH3:20])[CH3:19])=[O:16])[CH2:11][CH2:10]2)=[CH:4][CH:3]=1.[N-:33]=[N+:34]=[N-:35].[Na+].Cl.C(N(CC)CC)C. Product: [NH:33]1[C:29]([C:25]2[CH:24]=[C:23]([CH:28]=[CH:27][CH:26]=2)[CH2:22][N:8]([CH2:7][CH2:6][C:5]2[CH:4]=[CH:3][C:2]([Cl:1])=[CH:32][CH:31]=2)[CH:9]2[CH2:10][CH2:11][N:12]([C:15]([O:17][C:18]([CH3:21])([CH3:20])[CH3:19])=[O:16])[CH2:13][CH2:14]2)=[N:30][N:35]=[N:34]1. The catalyst class is: 11. (4) Reactant: C(OC([NH:8][C@@H:9]([CH2:42][C:43]1[CH:48]=[CH:47][CH:46]=[CH:45][CH:44]=1)[CH2:10][C@@H:11]1[O:15]C(C)(C)[N:13]([C:18]([O:20][CH2:21][C:22]2[CH:27]=[CH:26][CH:25]=[CH:24][CH:23]=2)=[O:19])[C@H:12]1[CH2:28][C:29]1[CH:34]=[CH:33][C:32]([C:35]2[CH:40]=[CH:39][CH:38]=[C:37]([CH3:41])[N:36]=2)=[CH:31][CH:30]=1)=O)(C)(C)C.CO.Cl. Product: [NH2:8][C@@H:9]([CH2:42][C:43]1[CH:44]=[CH:45][CH:46]=[CH:47][CH:48]=1)[CH2:10][C@H:11]([OH:15])[C@@H:12]([NH:13][C:18](=[O:19])[O:20][CH2:21][C:22]1[CH:23]=[CH:24][CH:25]=[CH:26][CH:27]=1)[CH2:28][C:29]1[CH:30]=[CH:31][C:32]([C:35]2[CH:40]=[CH:39][CH:38]=[C:37]([CH3:41])[N:36]=2)=[CH:33][CH:34]=1. The catalyst class is: 1. (5) Reactant: [C:1]([Si:5]([O:8][CH2:9][C:10]1[CH:14]=[CH:13][O:12][CH:11]=1)([CH3:7])[CH3:6])([CH3:4])([CH3:3])[CH3:2].[Li]C(CC)C.C1CCCCC1.CN([CH:29]=[O:30])C. Product: [Si:5]([O:8][CH2:9][C:10]1[CH:14]=[C:13]([CH:29]=[O:30])[O:12][CH:11]=1)([C:1]([CH3:4])([CH3:2])[CH3:3])([CH3:7])[CH3:6]. The catalyst class is: 1. (6) Reactant: [CH3:1][NH:2][C@@H:3]1[C:8]2[CH:9]=[CH:10][CH:11]=[CH:12][C:7]=2[C@H:6]([C:13]2[CH:14]=[CH:15][C:16]([Cl:20])=[C:17]([Cl:19])[CH:18]=2)[CH2:5][CH2:4]1.[ClH:21]. Product: [CH3:1][NH:2][C@@H:3]1[C:8]2[CH:9]=[CH:10][CH:11]=[CH:12][C:7]=2[C@H:6]([C:13]2[CH:14]=[CH:15][C:16]([Cl:20])=[C:17]([Cl:19])[CH:18]=2)[CH2:5][CH2:4]1.[ClH:21]. The catalyst class is: 11. (7) Reactant: [C:1]([C:5]1[O:9][N:8]=[C:7]([NH:10][C:11]([NH:13][C:14]2[CH:19]=[CH:18][CH:17]=[C:16]([C:20]#[C:21][C:22]3[CH:23]=[N:24][C:25](Cl)=[N:26][CH:27]=3)[CH:15]=2)=[O:12])[CH:6]=1)([CH3:4])([CH3:3])[CH3:2].[NH2:29][CH2:30][CH:31]1[CH2:35][CH2:34][CH2:33][N:32]1[C:36]([O:38][C:39]([CH3:42])([CH3:41])[CH3:40])=[O:37].Cl. Product: [C:1]([C:5]1[O:9][N:8]=[C:7]([NH:10][C:11]([NH:13][C:14]2[CH:19]=[CH:18][CH:17]=[C:16]([C:20]#[C:21][C:22]3[CH:23]=[N:24][C:25]([NH:29][CH2:30][CH:31]4[CH2:35][CH2:34][CH2:33][N:32]4[C:36]([O:38][C:39]([CH3:42])([CH3:41])[CH3:40])=[O:37])=[N:26][CH:27]=3)[CH:15]=2)=[O:12])[CH:6]=1)([CH3:4])([CH3:3])[CH3:2]. The catalyst class is: 23. (8) Reactant: [Br:1][C:2]1[CH:11]=[C:10]2[C:5]([NH:6][C@@H:7]([CH3:19])[CH2:8][N:9]2[C:12]([O:14][C:15]([CH3:18])([CH3:17])[CH3:16])=[O:13])=[CH:4][CH:3]=1.N1C=CC=CC=1.[CH:26]1([C:29](Cl)=[O:30])[CH2:28][CH2:27]1.Cl. Product: [Br:1][C:2]1[CH:11]=[C:10]2[C:5]([N:6]([C:29]([CH:26]3[CH2:28][CH2:27]3)=[O:30])[C@@H:7]([CH3:19])[CH2:8][N:9]2[C:12]([O:14][C:15]([CH3:18])([CH3:17])[CH3:16])=[O:13])=[CH:4][CH:3]=1. The catalyst class is: 4.